From a dataset of Forward reaction prediction with 1.9M reactions from USPTO patents (1976-2016). Predict the product of the given reaction. (1) Given the reactants [B:10]1([B:10]2[O:14][C:13]([CH3:16])([CH3:15])[C:12]([CH3:18])([CH3:17])[O:11]2)[O:14][C:13]([CH3:16])([CH3:15])[C:12]([CH3:18])([CH3:17])[O:11]1.C([O-])(=O)C.[K+].Br[C:25]1[CH:30]=[CH:29][C:28]([C:31]2[CH:36]=[CH:35][C:34]([C:37]([N:39]3[CH2:43][CH2:42][C@@H:41]([OH:44])[CH2:40]3)=[O:38])=[CH:33][CH:32]=2)=[CH:27][CH:26]=1, predict the reaction product. The product is: [OH:44][C@@H:41]1[CH2:42][CH2:43][N:39]([C:37]([C:34]2[CH:35]=[CH:36][C:31]([C:28]3[CH:29]=[CH:30][C:25]([B:10]4[O:11][C:12]([CH3:17])([CH3:18])[C:13]([CH3:15])([CH3:16])[O:14]4)=[CH:26][CH:27]=3)=[CH:32][CH:33]=2)=[O:38])[CH2:40]1. (2) Given the reactants CC1C=CC=C(C#CC=C2CCN(C3C=CC=CC=3)CC2)N=1.[F:23][C:24]1[CH:25]=[C:26]([C:31]#[C:32][CH2:33][CH:34]2[CH2:39][CH2:38][NH:37][CH2:36][CH2:35]2)[CH:27]=[C:28]([F:30])[CH:29]=1.Br[C:41]1[CH:48]=[CH:47][CH:46]=[CH:45][C:42]=1[C:43]#[N:44], predict the reaction product. The product is: [F:23][C:24]1[CH:25]=[C:26]([C:31]#[C:32][CH2:33][CH:34]2[CH2:35][CH2:36][N:37]([C:41]3[CH:48]=[CH:47][CH:46]=[CH:45][C:42]=3[C:43]#[N:44])[CH2:38][CH2:39]2)[CH:27]=[C:28]([F:30])[CH:29]=1. (3) Given the reactants [CH3:1][O:2][C:3](=[O:6])[CH2:4][NH2:5].C(N(CC)CC)C.[Cl:14][C:15]1[CH:23]=[CH:22][CH:21]=[CH:20][C:16]=1[C:17](Cl)=[O:18].O, predict the reaction product. The product is: [CH3:1][O:2][C:3](=[O:6])[CH2:4][NH:5][C:17](=[O:18])[C:16]1[CH:20]=[CH:21][CH:22]=[CH:23][C:15]=1[Cl:14].